Predict the product of the given reaction. From a dataset of Forward reaction prediction with 1.9M reactions from USPTO patents (1976-2016). (1) The product is: [CH3:1][O:2][C@H:3]1[C@@H:7]2[O:8][C:9]([CH3:11])([CH3:12])[O:10][C@@H:6]2[C@@H:5]([C:13]2[O:20][C:17]([CH2:18][CH3:19])=[CH:16][N:15]=2)[O:4]1. Given the reactants [CH3:1][O:2][C@H:3]1[C@@H:7]2[O:8][C:9]([CH3:12])([CH3:11])[O:10][C@H:6]2[C@@H:5]([C:13]([NH:15][CH2:16][C:17](=[O:20])[CH2:18][CH3:19])=O)[O:4]1.P(Cl)(Cl)(Cl)=O, predict the reaction product. (2) Given the reactants [N:1]1([CH2:6][C:7]2[CH:12]=[CH:11][C:10]([C:13]#[C:14][C:15]([OH:17])=O)=[CH:9][CH:8]=2)[CH2:5][CH2:4][CH2:3][CH2:2]1.[Cl:18][C:19]1[CH:24]=[CH:23][C:22]([C:25]2[CH:30]=[CH:29][C:28]([NH2:31])=[CH:27][CH:26]=2)=[CH:21][CH:20]=1.CN(C(ON1N=NC2C=CC=CC1=2)=[N+](C)C)C.[B-](F)(F)(F)F.C(N(CC)CC)C, predict the reaction product. The product is: [Cl:18][C:19]1[CH:20]=[CH:21][C:22]([C:25]2[CH:30]=[CH:29][C:28]([NH:31][C:15](=[O:17])[C:14]#[C:13][C:10]3[CH:9]=[CH:8][C:7]([CH2:6][N:1]4[CH2:2][CH2:3][CH2:4][CH2:5]4)=[CH:12][CH:11]=3)=[CH:27][CH:26]=2)=[CH:23][CH:24]=1. (3) Given the reactants [Li+].C[Si]([N-][Si](C)(C)C)(C)C.Cl[C:12]1[N:20]=[C:19]([Cl:21])[CH:18]=[CH:17][C:13]=1[C:14]([NH2:16])=[O:15].[NH2:22][C:23]1[CH:24]=[C:25]([N:29]([CH3:39])[S:30]([C:33]2[CH:38]=[CH:37][CH:36]=[CH:35][CH:34]=2)(=[O:32])=[O:31])[CH:26]=[CH:27][CH:28]=1, predict the reaction product. The product is: [Cl:21][C:19]1[CH:18]=[CH:17][C:13]([C:14]([NH2:16])=[O:15])=[C:12]([NH:22][C:23]2[CH:28]=[CH:27][CH:26]=[C:25]([N:29]([CH3:39])[S:30]([C:33]3[CH:34]=[CH:35][CH:36]=[CH:37][CH:38]=3)(=[O:32])=[O:31])[CH:24]=2)[N:20]=1. (4) Given the reactants [F:1][C:2]([F:20])([C:6]1[CH:7]=[C:8]2[C:13](=[CH:14][CH:15]=1)[C:12]([CH3:17])([CH3:16])[CH2:11][CH2:10][C:9]2([CH3:19])[CH3:18])[C:3]([OH:5])=O.[CH3:21][O:22][C:23](=[O:31])[C:24]1[CH:29]=[CH:28][CH:27]=[C:26]([NH2:30])[CH:25]=1.CCN(CC)CC, predict the reaction product. The product is: [F:20][C:2]([F:1])([C:6]1[CH:7]=[C:8]2[C:13](=[CH:14][CH:15]=1)[C:12]([CH3:17])([CH3:16])[CH2:11][CH2:10][C:9]2([CH3:18])[CH3:19])[C:3]([NH:30][C:26]1[CH:25]=[C:24]([CH:29]=[CH:28][CH:27]=1)[C:23]([O:22][CH3:21])=[O:31])=[O:5]. (5) Given the reactants [NH:1]1[C:9]2[C:4](=[CH:5][CH:6]=[CH:7][CH:8]=2)[CH:3]([CH2:10][C:11]([O:13][CH3:14])=[O:12])[CH2:2]1.O[C@H:16]1[O:24][C@H:23]([CH2:25][OH:26])[C@@H:21]([OH:22])[C@H:19]([OH:20])[C@H:17]1[OH:18], predict the reaction product. The product is: [OH:18][C@@H:17]1[C@@H:19]([OH:20])[C@H:21]([OH:22])[C@@H:23]([CH2:25][OH:26])[O:24][C@H:16]1[N:1]1[C:9]2[C:4](=[CH:5][CH:6]=[CH:7][CH:8]=2)[CH:3]([CH2:10][C:11]([O:13][CH3:14])=[O:12])[CH2:2]1. (6) Given the reactants [NH:1]1[C:9]2[C:4](=[CH:5][CH:6]=[CH:7][CH:8]=2)[C:3]([C:10]2[N:11]=[N:12][N:13]([C:15]3[CH:20]=[CH:19][C:18]([C:21]4[CH2:22][CH2:23][N:24]([C:27]([O:29][C:30]([CH3:33])([CH3:32])[CH3:31])=[O:28])[CH2:25][CH:26]=4)=[CH:17][CH:16]=3)[CH:14]=2)=[N:2]1.[OH-:34].[Na+].OO, predict the reaction product. The product is: [OH:34][CH:22]1[CH:21]([C:18]2[CH:17]=[CH:16][C:15]([N:13]3[CH:14]=[C:10]([C:3]4[C:4]5[C:9](=[CH:8][CH:7]=[CH:6][CH:5]=5)[NH:1][N:2]=4)[N:11]=[N:12]3)=[CH:20][CH:19]=2)[CH2:26][CH2:25][N:24]([C:27]([O:29][C:30]([CH3:33])([CH3:32])[CH3:31])=[O:28])[CH2:23]1. (7) Given the reactants Cl.[N:2]1[CH:7]=[CH:6][CH:5]=[CH:4][C:3]=1[C:8]1[CH2:9][CH2:10][NH:11][CH2:12][CH:13]=1.C=O.[F:16][C:17]([F:28])([F:27])[C:18]1[CH:19]=[C:20]([CH:24]=[CH:25][CH:26]=1)[C:21]([NH2:23])=[O:22].[C:29](=O)([O-])[O-].[K+].[K+], predict the reaction product. The product is: [N:2]1[CH:7]=[CH:6][CH:5]=[CH:4][C:3]=1[C:8]1[CH2:9][CH2:10][N:11]([CH2:29][NH:23][C:21](=[O:22])[C:20]2[CH:24]=[CH:25][CH:26]=[C:18]([C:17]([F:27])([F:28])[F:16])[CH:19]=2)[CH2:12][CH:13]=1.